From a dataset of Reaction yield outcomes from USPTO patents with 853,638 reactions. Predict the reaction yield, written as a fraction of the theoretical maximum amount of product (1.0 means a 100% yield; for example, 0.34 means a 34% yield). (1) The reactants are [F:1][C:2]([F:10])([F:9])[CH:3]1[CH2:8][CH2:7][NH:6][CH2:5][CH2:4]1.[CH2:11](Br)[C:12]#[CH:13].C(=O)([O-])[O-].[K+].[K+]. The catalyst is C(O)C. The product is [CH2:13]([N:6]1[CH2:7][CH2:8][CH:3]([C:2]([F:10])([F:9])[F:1])[CH2:4][CH2:5]1)[C:12]#[CH:11]. The yield is 0.320. (2) The reactants are [C:1](/[C:3](=[C:9](/[C:11]1[CH:16]=[CH:15][C:14]([N:17]2[CH2:22][CH2:21][N:20]([CH3:23])[CH2:19][CH2:18]2)=[CH:13][CH:12]=1)\[CH3:10])/[C:4]([O:6][CH2:7]C)=[O:5])#[N:2]. The catalyst is CO. The product is [C:1]([CH:3]([CH:9]([C:11]1[CH:16]=[CH:15][C:14]([N:17]2[CH2:18][CH2:19][N:20]([CH3:23])[CH2:21][CH2:22]2)=[CH:13][CH:12]=1)[CH3:10])[C:4]([O:6][CH3:7])=[O:5])#[N:2]. The yield is 0.540. (3) The reactants are Cl[C:2]1[C:3]2[NH:10][CH:9]=[C:8]([C@H:11]3[C@H:15]([OH:16])[C@H:14]([OH:17])[C@@H:13]([CH2:18][OH:19])[N:12]3[C:20]([O:22][C:23]([CH3:26])([CH3:25])[CH3:24])=[O:21])[C:4]=2[N:5]=[CH:6][N:7]=1.[N-:27]=[N+:28]=[N-:29].[Na+]. The catalyst is CN(C=O)C. The product is [N:27]([C:2]1[C:3]2[NH:10][CH:9]=[C:8]([C@H:11]3[C@H:15]([OH:16])[C@H:14]([OH:17])[C@@H:13]([CH2:18][OH:19])[N:12]3[C:20]([O:22][C:23]([CH3:26])([CH3:25])[CH3:24])=[O:21])[C:4]=2[N:5]=[CH:6][N:7]=1)=[N+:28]=[N-:29]. The yield is 0.310.